From a dataset of Full USPTO retrosynthesis dataset with 1.9M reactions from patents (1976-2016). Predict the reactants needed to synthesize the given product. (1) The reactants are: [CH:1]1([C:4]2[CH:5]=[C:6]([CH:28]=[C:29]([O:32][CH2:33][CH3:34])[C:30]=2I)[CH2:7][N:8]2[CH2:11][C:10]3([CH2:15][C:14]([N:16]4[CH2:21][CH2:20][C:19]([CH3:27])([C:22]([O:24]CC)=[O:23])[CH2:18][CH2:17]4)=[N:13][O:12]3)[CH2:9]2)[CH2:3][CH2:2]1.[F:35][C:36]1[CH:41]=[CH:40][C:39](B(O)O)=[CH:38][C:37]=1[CH3:45]. Given the product [CH:1]1([C:4]2[CH:5]=[C:6]([CH2:7][N:8]3[CH2:9][C:10]4([CH2:15][C:14]([N:16]5[CH2:21][CH2:20][C:19]([CH3:27])([C:22]([OH:24])=[O:23])[CH2:18][CH2:17]5)=[N:13][O:12]4)[CH2:11]3)[CH:28]=[C:29]([O:32][CH2:33][CH3:34])[C:30]=2[C:39]2[CH:40]=[CH:41][C:36]([F:35])=[C:37]([CH3:45])[CH:38]=2)[CH2:3][CH2:2]1, predict the reactants needed to synthesize it. (2) Given the product [ClH:12].[CH3:2][N:3]1[CH2:8][CH2:7][CH:6]=[C:5]([C:9]([OH:11])=[O:10])[CH2:4]1, predict the reactants needed to synthesize it. The reactants are: Br.[CH3:2][N:3]1[CH2:8][CH2:7][CH:6]=[C:5]([C:9]([OH:11])=[O:10])[CH2:4]1.[ClH:12]. (3) Given the product [CH2:16]([O:18][C:19](=[O:32])[CH2:20][O:21][C:22]1[C:23]([N+:29]([O-:31])=[O:30])=[N:24][C:25]([N:13]2[CH2:14][C@H:10]([CH2:9][O:8][Si:1]([C:4]([CH3:7])([CH3:6])[CH3:5])([CH3:3])[CH3:2])[CH2:11][C:12]2=[O:15])=[CH:26][CH:27]=1)[CH3:17], predict the reactants needed to synthesize it. The reactants are: [Si:1]([O:8][CH2:9][C@H:10]1[CH2:14][NH:13][C:12](=[O:15])[CH2:11]1)([C:4]([CH3:7])([CH3:6])[CH3:5])([CH3:3])[CH3:2].[CH2:16]([O:18][C:19](=[O:32])[CH2:20][O:21][C:22]1[C:23]([N+:29]([O-:31])=[O:30])=[N:24][C:25](Br)=[CH:26][CH:27]=1)[CH3:17].C(=O)([O-])[O-].[K+].[K+].CNCCNC. (4) Given the product [CH3:15][O:16][C:17]1[CH:24]=[CH:23][CH:22]=[CH:21][C:18]=1[CH2:19][NH:20][C:8]1[CH:7]=[CH:6][C:5]2[C:4]([NH:1][CH2:30][C:28]3[N:27]=[N:26][NH:25][CH:29]=3)=[CH:13][CH:12]=[CH:11][C:10]=2[N:9]=1, predict the reactants needed to synthesize it. The reactants are: [N+:1]([C:4]1[CH:13]=[CH:12][CH:11]=[C:10]2[C:5]=1[CH:6]=[CH:7][C:8](Cl)=[N:9]2)([O-])=O.[CH3:15][O:16][C:17]1[CH:24]=[CH:23][CH:22]=[CH:21][C:18]=1[CH2:19][NH2:20].[NH:25]1[CH:29]=[C:28]([CH:30]=O)[N:27]=[N:26]1. (5) Given the product [Cl:24][C:8]1[N:7]=[C:6]([NH:10][CH:11]2[CH2:13][CH2:12]2)[N:5]=[C:4]([C:14]2[CH:19]=[CH:18][CH:17]=[C:16]([C:20]#[N:21])[CH:15]=2)[C:3]=1[C:1]#[N:2], predict the reactants needed to synthesize it. The reactants are: [C:1]([C:3]1[C:8](=O)[NH:7][C:6]([NH:10][CH:11]2[CH2:13][CH2:12]2)=[N:5][C:4]=1[C:14]1[CH:19]=[CH:18][CH:17]=[C:16]([C:20]#[N:21])[CH:15]=1)#[N:2].O=P(Cl)(Cl)[Cl:24].